Task: Predict the product of the given reaction.. Dataset: Forward reaction prediction with 1.9M reactions from USPTO patents (1976-2016) (1) Given the reactants Br[C:2]1[CH:3]=[N:4][CH:5]=[C:6]([Br:8])[CH:7]=1.C([Li])CCC.[CH3:14][C:15]([CH3:17])=[O:16], predict the reaction product. The product is: [Br:8][C:6]1[CH:7]=[C:2]([C:15]([OH:16])([CH3:17])[CH3:14])[CH:3]=[N:4][CH:5]=1. (2) Given the reactants P([O-])([O-])([O-])=[O:2].[K+].[K+].[K+].[N:9]1[CH:14]=[CH:13][N:12]=[CH:11][C:10]=1[C:15]#[N:16].C(#N)C.[OH2:20].CN(C)C(=[O:30])C1C=CC=CC=1, predict the reaction product. The product is: [N:9]1[CH:14]=[CH:13][N:12]=[CH:11][C:10]=1[C:15]([NH2:16])=[O:30].[N:9]1[CH:14]=[CH:13][N:12]=[CH:11][C:10]=1[C:15]([OH:2])=[O:20]. (3) Given the reactants [O:1]=[CH:2][C@H:3]([C@H:5]([C@@H:7]([C@@H:9]([CH2:11][OH:12])[OH:10])[OH:8])[OH:6])[OH:4].O=C[C@@H]([C@@H]([C@@H]([C@@H](CO)O)O)O)O.O=C[C@@H]([C@H]([C@H]([C@@H](CO)O)O)O)O.O=C[C@H]([C@@H]([C@@H]([C@@H](CO)O)O)O)O.O=C[C@@H]([C@@H]([C@H]([C@@H](CO)O)O)O)O.O=C[C@H]([C@H]([C@H]([C@@H](CO)O)O)O)O.O=C[C@H]([C@@H]([C@H]([C@H](CO)O)O)O)O.O=C[C@@H]([C@@H]([C@H]([C@H](CO)O)O)O)O.O=C[C@H]([C@H]([C@H]([C@H](CO)O)O)O)O.O=C[C@H]([C@@H]([C@@H]([C@H](CO)O)O)O)O.O=CC[C@H]([C@@H]([C@@H](CO)O)O)O.O=C[C@@H](C[C@@H]([C@@H](CO)O)O)O.O=C[C@H]([C@@H]([C@@H]([C@H](C)O)O)O)O.O=C[C@@H]([C@H]([C@H]([C@@H](C)O)O)O)O, predict the reaction product. The product is: [O:1]=[CH:2][C@@H:3]([C@H:5]([C@@H:7]([C@@H:9]([CH2:11][OH:12])[OH:10])[OH:8])[OH:6])[OH:4]. (4) Given the reactants [CH3:1][O:2][C:3]1[CH:8]=[CH:7][C:6]([C:9]2[S:13](=O)[C:12]3[CH:15]=[C:16]([O:19][C:20](=[O:26])[N:21]([CH2:24][CH3:25])[CH2:22][CH3:23])[CH:17]=[CH:18][C:11]=3[C:10]=2[O:27][C:28]2[CH:33]=[CH:32][C:31]([O:34][CH2:35][CH2:36][N:37]3[CH2:42][CH2:41][CH2:40][CH2:39][CH2:38]3)=[CH:30][CH:29]=2)=[CH:5][CH:4]=1.Cl.C([O-])(O)=O.[Na+].C(Cl)Cl, predict the reaction product. The product is: [CH3:1][O:2][C:3]1[CH:4]=[CH:5][C:6]([C:9]2[S:13][C:12]3[CH:15]=[C:16]([O:19][C:20](=[O:26])[N:21]([CH2:22][CH3:23])[CH2:24][CH3:25])[CH:17]=[CH:18][C:11]=3[C:10]=2[O:27][C:28]2[CH:29]=[CH:30][C:31]([O:34][CH2:35][CH2:36][N:37]3[CH2:42][CH2:41][CH2:40][CH2:39][CH2:38]3)=[CH:32][CH:33]=2)=[CH:7][CH:8]=1. (5) Given the reactants [Cl:1][C:2]1[N:7]=[N:6][C:5]([NH:8][S:9]([CH2:12][C:13]2[CH:17]=[C:16]([Cl:18])[S:15][C:14]=2[Cl:19])(=[O:11])=[O:10])=[C:4]([O:20]C)[CH:3]=1.B(Br)(Br)Br, predict the reaction product. The product is: [Cl:1][C:2]1[N:7]=[N:6][C:5]([NH:8][S:9]([CH2:12][C:13]2[CH:17]=[C:16]([Cl:18])[S:15][C:14]=2[Cl:19])(=[O:10])=[O:11])=[C:4]([OH:20])[CH:3]=1.